Dataset: Forward reaction prediction with 1.9M reactions from USPTO patents (1976-2016). Task: Predict the product of the given reaction. The product is: [CH:1]([C@@H:4]1[CH2:10][N:9]([C:27](=[O:28])[NH:26][C:29]2[CH:30]=[CH:31][C:32]([O:35][CH3:36])=[CH:33][CH:34]=2)[CH2:8][C:7]2[CH:11]=[CH:12][C:13]([C:15]([O:17][CH3:18])=[O:16])=[CH:14][C:6]=2[O:5]1)([CH3:3])[CH3:2]. Given the reactants [CH:1]([C@@H:4]1[CH2:10][NH:9][CH2:8][C:7]2[CH:11]=[CH:12][C:13]([C:15]([O:17][CH3:18])=[O:16])=[CH:14][C:6]=2[O:5]1)([CH3:3])[CH3:2].CCN(CC)CC.[N:26]([C:29]1[CH:34]=[CH:33][C:32]([O:35][CH3:36])=[CH:31][CH:30]=1)=[C:27]=[O:28], predict the reaction product.